Dataset: CYP3A4 inhibition data for predicting drug metabolism from PubChem BioAssay. Task: Regression/Classification. Given a drug SMILES string, predict its absorption, distribution, metabolism, or excretion properties. Task type varies by dataset: regression for continuous measurements (e.g., permeability, clearance, half-life) or binary classification for categorical outcomes (e.g., BBB penetration, CYP inhibition). Dataset: cyp3a4_veith. (1) The drug is O=C(CN(Cc1ccco1)C(=O)c1ccccc1)Nc1ccc(Cl)c(Cl)c1. The result is 1 (inhibitor). (2) The result is 0 (non-inhibitor). The drug is CC(=O)CSc1nnc(Cc2ccc([N+](=O)[O-])cc2)o1. (3) The drug is O=C(Cn1c(C(F)(F)F)nc2ccccc21)c1ccccc1. The result is 0 (non-inhibitor). (4) The compound is O=[N+]([O-])c1ccc(S(=O)(=O)Nc2ccc(-c3csc(-c4ccccc4)n3)cc2)cc1. The result is 1 (inhibitor). (5) The molecule is COC(=O)/C=C/CSC1=N/C(=C/c2ccc(-n3cncn3)cc2)C(=O)N1. The result is 1 (inhibitor). (6) The drug is Cc1ccc(OCc2ccc(C(=O)Nc3nccs3)o2)cc1C. The result is 1 (inhibitor). (7) The molecule is CS(=O)(=O)N1CCC2(CC1)CN(c1cccc(-c3ccccc3)c1)C2. The result is 0 (non-inhibitor). (8) The drug is CC1=NCC[N@@+]1(CCc1ccccc1)Cc1ccccc1. The result is 0 (non-inhibitor).